Dataset: Forward reaction prediction with 1.9M reactions from USPTO patents (1976-2016). Task: Predict the product of the given reaction. (1) Given the reactants [CH3:1][N:2]1[CH2:5][C:4]2([CH2:14][C:13](=[O:15])[C:12]3[C:7](=[CH:8][CH:9]=[C:10](/[CH:16]=[CH:17]/[C:18](O)=[O:19])[CH:11]=3)[O:6]2)[CH2:3]1.C(Cl)CCl.C1C=CC2N(O)N=NC=2C=1.[NH2:35][O:36][CH:37]1[CH2:42][CH2:41][CH2:40][CH2:39][O:38]1, predict the reaction product. The product is: [CH3:1][N:2]1[CH2:3][C:4]2([CH2:14][C:13](=[O:15])[C:12]3[C:7](=[CH:8][CH:9]=[C:10](/[CH:16]=[CH:17]/[C:18]([NH:35][O:36][CH:37]4[CH2:42][CH2:41][CH2:40][CH2:39][O:38]4)=[O:19])[CH:11]=3)[O:6]2)[CH2:5]1. (2) Given the reactants [C:1](/[C:3](=[CH:11]\[C:12]1[CH:17]=[CH:16][C:15]([Cl:18])=[C:14]([Cl:19])[CH:13]=1)/[C:4]([O:6][C:7]([CH3:10])([CH3:9])[CH3:8])=[O:5])#[N:2], predict the reaction product. The product is: [C:1]([CH:3]([CH2:11][C:12]1[CH:17]=[CH:16][C:15]([Cl:18])=[C:14]([Cl:19])[CH:13]=1)[C:4]([O:6][C:7]([CH3:9])([CH3:8])[CH3:10])=[O:5])#[N:2]. (3) Given the reactants [CH2:1]([NH:8][C:9](=[O:18])[CH2:10][C:11]1[CH:16]=[CH:15][C:14]([OH:17])=[CH:13][CH:12]=1)[C:2]1[CH:7]=[CH:6][CH:5]=[CH:4][CH:3]=1.C(=O)([O-])[O-].[Cs+].[Cs+].[CH2:25](Br)[CH2:26][CH2:27][CH3:28].[I-].[K+], predict the reaction product. The product is: [CH2:1]([NH:8][C:9](=[O:18])[CH2:10][C:11]1[CH:12]=[CH:13][C:14]([O:17][CH2:25][CH2:26][CH2:27][CH3:28])=[CH:15][CH:16]=1)[C:2]1[CH:3]=[CH:4][CH:5]=[CH:6][CH:7]=1.